This data is from NCI-60 drug combinations with 297,098 pairs across 59 cell lines. The task is: Regression. Given two drug SMILES strings and cell line genomic features, predict the synergy score measuring deviation from expected non-interaction effect. (1) Drug 1: C1CNP(=O)(OC1)N(CCCl)CCCl. Drug 2: CC12CCC3C(C1CCC2OP(=O)(O)O)CCC4=C3C=CC(=C4)OC(=O)N(CCCl)CCCl.[Na+]. Cell line: NCI/ADR-RES. Synergy scores: CSS=-3.66, Synergy_ZIP=1.96, Synergy_Bliss=-1.58, Synergy_Loewe=-8.10, Synergy_HSA=-6.85. (2) Drug 1: CC1=C(C(=CC=C1)Cl)NC(=O)C2=CN=C(S2)NC3=CC(=NC(=N3)C)N4CCN(CC4)CCO. Drug 2: CCN(CC)CCNC(=O)C1=C(NC(=C1C)C=C2C3=C(C=CC(=C3)F)NC2=O)C. Cell line: NCI-H322M. Synergy scores: CSS=3.09, Synergy_ZIP=1.90, Synergy_Bliss=6.69, Synergy_Loewe=-12.8, Synergy_HSA=-1.68. (3) Drug 1: CC1=C(C(CCC1)(C)C)C=CC(=CC=CC(=CC(=O)O)C)C. Drug 2: CC1=C2C(C(=O)C3(C(CC4C(C3C(C(C2(C)C)(CC1OC(=O)C(C(C5=CC=CC=C5)NC(=O)C6=CC=CC=C6)O)O)OC(=O)C7=CC=CC=C7)(CO4)OC(=O)C)O)C)OC(=O)C. Cell line: SF-295. Synergy scores: CSS=12.6, Synergy_ZIP=9.65, Synergy_Bliss=12.4, Synergy_Loewe=11.5, Synergy_HSA=11.5.